The task is: Predict the reactants needed to synthesize the given product.. This data is from Full USPTO retrosynthesis dataset with 1.9M reactions from patents (1976-2016). (1) Given the product [CH3:1][C:2]1[CH:3]=[CH:4][C:5]([CH2:8][C:9]2[CH:10]=[CH:11][C:12]([O:15][C:28]([N:25]3[CH2:24][CH2:23][N:22]([C:17]4[CH:18]=[CH:19][CH:20]=[CH:21][N:16]=4)[CH2:27][CH2:26]3)=[O:29])=[CH:13][CH:14]=2)=[N:6][CH:7]=1, predict the reactants needed to synthesize it. The reactants are: [CH3:1][C:2]1[CH:3]=[CH:4][C:5]([CH2:8][C:9]2[CH:14]=[CH:13][C:12]([OH:15])=[CH:11][CH:10]=2)=[N:6][CH:7]=1.[N:16]1[CH:21]=[CH:20][CH:19]=[CH:18][C:17]=1[N:22]1[CH2:27][CH2:26][N:25]([C:28](Cl)=[O:29])[CH2:24][CH2:23]1. (2) Given the product [ClH:36].[CH2:1]([NH:8][C:16]12[CH2:23][CH2:22][C:19]([C:24]3[C:28]4=[C:29]5[CH:35]=[CH:34][NH:33][C:30]5=[N:31][CH:32]=[C:27]4[NH:26][N:25]=3)([CH2:20][CH2:21]1)[CH2:18][CH2:17]2)[C:2]1[CH:7]=[CH:6][CH:5]=[CH:4][CH:3]=1, predict the reactants needed to synthesize it. The reactants are: [CH2:1]([N:8]([C:16]12[CH2:23][CH2:22][C:19]([C:24]3[C:28]4=[C:29]5[CH:35]=[CH:34][NH:33][C:30]5=[N:31][CH:32]=[C:27]4[NH:26][N:25]=3)([CH2:20][CH2:21]1)[CH2:18][CH2:17]2)C(=O)OC(C)(C)C)[C:2]1[CH:7]=[CH:6][CH:5]=[CH:4][CH:3]=1.[ClH:36]. (3) Given the product [C:9]([O:13][C:14](=[O:17])[CH2:15][S:8][C:4]1[CH:5]=[CH:6][CH:7]=[C:2]([Br:1])[CH:3]=1)([CH3:12])([CH3:11])[CH3:10], predict the reactants needed to synthesize it. The reactants are: [Br:1][C:2]1[CH:3]=[C:4]([SH:8])[CH:5]=[CH:6][CH:7]=1.[C:9]([O:13][C:14](=[O:17])[CH2:15]Br)([CH3:12])([CH3:11])[CH3:10].C(=O)([O-])[O-].[K+].[K+]. (4) The reactants are: [Cl:1][C:2]1[C:7]([Cl:8])=[CH:6][C:5]([NH2:9])=[C:4]([NH2:10])[CH:3]=1.C([O:15][C:16](=O)[CH2:17][C:18]([C:20]1[CH:25]=[CH:24][CH:23]=[C:22]([C:26]2[CH:31]=[CH:30][N:29]=[C:28]([CH2:32][CH:33]([CH3:35])[CH3:34])[CH:27]=2)[CH:21]=1)=O)(C)(C)C. Given the product [Cl:1][C:2]1[C:7]([Cl:8])=[CH:6][C:5]2[NH:9][C:16](=[O:15])[CH2:17][C:18]([C:20]3[CH:25]=[CH:24][CH:23]=[C:22]([C:26]4[CH:31]=[CH:30][N:29]=[C:28]([CH2:32][CH:33]([CH3:34])[CH3:35])[CH:27]=4)[CH:21]=3)=[N:10][C:4]=2[CH:3]=1, predict the reactants needed to synthesize it. (5) Given the product [C:4]1(=[O:6])[C:3]2[C:2](=[CH:10][CH:9]=[CH:8][CH:7]=2)[CH2:1][NH:5]1, predict the reactants needed to synthesize it. The reactants are: [C:1]1(=O)[NH:5][C:4](=[O:6])[C:3]2=[CH:7][CH:8]=[CH:9][CH:10]=[C:2]12.Cl.